Dataset: Forward reaction prediction with 1.9M reactions from USPTO patents (1976-2016). Task: Predict the product of the given reaction. Given the reactants [Cl:1][C:2]1[CH:3]=[C:4]([N:9]([CH2:24][C:25]2[CH:30]=[CH:29][C:28]([O:31][CH3:32])=[C:27]([O:33][CH3:34])[CH:26]=2)[C:10]2[C:19]3[C:14](=[CH:15][C:16](F)=[C:17]([N+:20]([O-:22])=[O:21])[CH:18]=3)[N:13]=[CH:12][N:11]=2)[CH:5]=[CH:6][C:7]=1[F:8].[N:35]1([CH:41](O)[CH2:42][CH3:43])[CH2:40][CH2:39][O:38][CH2:37][CH2:36]1.CC(C)([O-:48])C.[K+], predict the reaction product. The product is: [Cl:1][C:2]1[CH:3]=[C:4]([N:9]([CH2:24][C:25]2[CH:30]=[CH:29][C:28]([O:31][CH3:32])=[C:27]([O:33][CH3:34])[CH:26]=2)[C:10]2[C:19]3[C:14](=[CH:15][C:16]([O:48][CH2:43][CH2:42][CH2:41][N:35]4[CH2:40][CH2:39][O:38][CH2:37][CH2:36]4)=[C:17]([N+:20]([O-:22])=[O:21])[CH:18]=3)[N:13]=[CH:12][N:11]=2)[CH:5]=[CH:6][C:7]=1[F:8].